Dataset: Forward reaction prediction with 1.9M reactions from USPTO patents (1976-2016). Task: Predict the product of the given reaction. Given the reactants [F:1][C:2]([F:22])([F:21])[CH:3]([C:5]1[CH:10]=[CH:9][C:8]([S:11]([CH3:14])(=[O:13])=[O:12])=[CH:7][C:6]=1[C:15]1[CH:20]=[CH:19][CH:18]=[CH:17][CH:16]=1)[OH:4].CC(OI1(OC(C)=O)(OC(C)=O)OC(=O)C2C=CC=CC1=2)=O, predict the reaction product. The product is: [F:22][C:2]([F:1])([F:21])[C:3]([C:5]1[CH:10]=[CH:9][C:8]([S:11]([CH3:14])(=[O:13])=[O:12])=[CH:7][C:6]=1[C:15]1[CH:16]=[CH:17][CH:18]=[CH:19][CH:20]=1)=[O:4].